From a dataset of Forward reaction prediction with 1.9M reactions from USPTO patents (1976-2016). Predict the product of the given reaction. (1) Given the reactants [CH3:1][CH:2]([N:4]1[C:12](/[CH:13]=[CH:14]/[C@H:15]([OH:24])[CH2:16][C@H:17]([OH:23])[CH2:18][C:19]([O:21]C)=[O:20])=[C:11]([C:25]2[CH:30]=[CH:29][C:28]([F:31])=[CH:27][CH:26]=2)[C:10]2[C:5]1=[CH:6][CH:7]=[CH:8][CH:9]=2)[CH3:3].[OH-].[Na+:33].C(OCC)(=O)C, predict the reaction product. The product is: [CH3:3][CH:2]([N:4]1[C:12](/[CH:13]=[CH:14]/[CH:15]([OH:24])[CH2:16][CH:17]([OH:23])[CH2:18][C:19]([O-:21])=[O:20])=[C:11]([C:25]2[CH:26]=[CH:27][C:28]([F:31])=[CH:29][CH:30]=2)[C:10]2[CH:9]=[CH:8][CH:7]=[CH:6][C:5]1=2)[CH3:1].[Na+:33]. (2) Given the reactants Br[C:2]1[N:7]=[C:6]([C:8]([CH3:12])([CH3:11])[C:9]#[N:10])[CH:5]=[CH:4][CH:3]=1.[NH2:13][C:14]1[S:15][C:16]([C:22]2[C:27]([F:28])=[CH:26][C:25]([C:29]([OH:32])([CH3:31])[CH3:30])=[CH:24][C:23]=2[F:33])=[CH:17][C:18]=1[C:19]([NH2:21])=[O:20], predict the reaction product. The product is: [C:9]([C:8]([C:6]1[N:7]=[C:2]([NH:13][C:14]2[S:15][C:16]([C:22]3[C:23]([F:33])=[CH:24][C:25]([C:29]([OH:32])([CH3:30])[CH3:31])=[CH:26][C:27]=3[F:28])=[CH:17][C:18]=2[C:19]([NH2:21])=[O:20])[CH:3]=[CH:4][CH:5]=1)([CH3:12])[CH3:11])#[N:10]. (3) Given the reactants [C:1]([O:7][CH2:8][N:9]1[C:13]2[N:14]=[N:15][CH:16]=[C:17]([C:18]3[CH:19]=[N:20][N:21]([C@@H:23]([CH:27]4[CH2:31][CH2:30][CH2:29][CH2:28]4)[CH2:24][CH:25]=O)[CH:22]=3)[C:12]=2[CH:11]=[CH:10]1)(=[O:6])[C:2]([CH3:5])([CH3:4])[CH3:3].[OH-].[NH4+:33].II, predict the reaction product. The product is: [C:1]([O:7][CH2:8][N:9]1[C:13]2[N:14]=[N:15][CH:16]=[C:17]([C:18]3[CH:19]=[N:20][N:21]([C@@H:23]([CH:27]4[CH2:28][CH2:29][CH2:30][CH2:31]4)[CH2:24][C:25]#[N:33])[CH:22]=3)[C:12]=2[CH:11]=[CH:10]1)(=[O:6])[C:2]([CH3:5])([CH3:3])[CH3:4]. (4) Given the reactants Br[C:2]1[CH:9]=[CH:8][CH:7]=[CH:6][C:3]=1[C:4]#[N:5].[CH3:10][O:11][B:12](OC)[O:13][CH3:14].Cl.[OH-].[Na+].[CH2:20](O)CCO, predict the reaction product. The product is: [O:13]1[CH2:14][CH2:20][CH2:10][O:11][B:12]1[C:2]1[CH:9]=[CH:8][CH:7]=[CH:6][C:3]=1[C:4]#[N:5]. (5) Given the reactants [CH2:1]([O:8][CH2:9][C:10]([NH:12][C:13]1[CH:14]=[C:15]2[C:19](=[CH:20][C:21]=1Br)[C:18](=[O:23])[CH2:17][CH2:16]2)=[O:11])[C:2]1[CH:7]=[CH:6][CH:5]=[CH:4][CH:3]=1.C[C:25]([N:27](C)C)=O, predict the reaction product. The product is: [CH2:1]([O:8][CH2:9][C:10]([NH:12][C:13]1[CH:14]=[C:15]2[C:19](=[CH:20][C:21]=1[C:25]#[N:27])[C:18](=[O:23])[CH2:17][CH2:16]2)=[O:11])[C:2]1[CH:7]=[CH:6][CH:5]=[CH:4][CH:3]=1. (6) The product is: [N:9]1[CH:10]=[CH:11][C:6]([C:4]2[N:23]=[C:21]([NH:20][C:16]3[CH:15]=[C:14]([CH:19]=[CH:18][CH:17]=3)[C:12]#[N:13])[S:22][CH:3]=2)=[CH:7][CH:8]=1. Given the reactants Br.Br[CH2:3][C:4]([C:6]1[CH:11]=[CH:10][N:9]=[CH:8][CH:7]=1)=O.[C:12]([C:14]1[CH:15]=[C:16]([NH:20][C:21]([NH2:23])=[S:22])[CH:17]=[CH:18][CH:19]=1)#[N:13].N, predict the reaction product. (7) Given the reactants [CH:1](=O)[CH3:2].C(O)(=O)C.C(O[BH-](OC(=O)C)OC(=O)C)(=O)C.[Na+].[CH2:22]([NH:24][C:25]1[CH:30]=[CH:29][C:28]([C:31]2[CH:36]=[CH:35][C:34]([NH:37][C:38]([C:40]3[CH:45]=[C:44]([N+:46]([O-:48])=[O:47])[CH:43]=[CH:42][C:41]=3[Cl:49])=[O:39])=[CH:33][CH:32]=2)=[CH:27][CH:26]=1)[CH3:23].C(=O)(O)[O-].[Na+], predict the reaction product. The product is: [CH2:22]([N:24]([C:25]1[CH:26]=[CH:27][C:28]([C:31]2[CH:32]=[CH:33][C:34]([NH:37][C:38]([C:40]3[CH:45]=[C:44]([N+:46]([O-:48])=[O:47])[CH:43]=[CH:42][C:41]=3[Cl:49])=[O:39])=[CH:35][CH:36]=2)=[CH:29][CH:30]=1)[CH2:1][CH3:2])[CH3:23]. (8) Given the reactants [C:1]([O:5][C:6]([C:8]1[O:9][C:10]2[CH:17]=[CH:16][CH:15]=[C:14](OS(C(F)(F)F)(=O)=O)[C:11]=2[C:12]=1[CH3:13])=[O:7])([CH3:4])([CH3:3])[CH3:2].[O-]P([O-])([O-])=O.[K+].[K+].[K+].[NH:34]1[CH2:39][CH2:38][O:37][CH2:36][CH2:35]1.O1CCOCC1, predict the reaction product. The product is: [C:1]([O:5][C:6]([C:8]1[O:9][C:10]2[CH:17]=[CH:16][CH:15]=[C:14]([N:34]3[CH2:39][CH2:38][O:37][CH2:36][CH2:35]3)[C:11]=2[C:12]=1[CH3:13])=[O:7])([CH3:4])([CH3:3])[CH3:2]. (9) Given the reactants [Cl:1][C:2]1[CH:8]=[C:7]([Cl:9])[C:6]([Cl:10])=[CH:5][C:3]=1[NH2:4].[C:11]([OH:15])(=[O:14])[CH:12]=O.[O:16]1[CH:20]=[CH:19][CH2:18][CH2:17]1, predict the reaction product. The product is: [Cl:1][C:2]1[C:3]2[NH:4][CH:12]([C:11]([OH:15])=[O:14])[CH:18]3[CH2:19][CH2:20][O:16][CH:17]3[C:5]=2[C:6]([Cl:10])=[C:7]([Cl:9])[CH:8]=1. (10) Given the reactants Br[C:2]1[CH:8]=[C:7]([CH3:9])[CH:6]=[C:5]([CH3:10])[C:3]=1[NH2:4].[C:11]1(B(O)O)[CH:16]=[CH:15][CH:14]=[CH:13][CH:12]=1, predict the reaction product. The product is: [NH2:4][C:3]1[C:5]([CH3:10])=[CH:6][C:7]([CH3:9])=[CH:8][C:2]=1[C:11]1[CH:16]=[CH:15][CH:14]=[CH:13][CH:12]=1.